Dataset: Reaction yield outcomes from USPTO patents with 853,638 reactions. Task: Predict the reaction yield, written as a fraction of the theoretical maximum amount of product (1.0 means a 100% yield; for example, 0.34 means a 34% yield). (1) The reactants are [NH2:1][C:2]1[CH:9]=[CH:8][C:5]([C:6]#[N:7])=[CH:4][CH:3]=1.Cl.[N:11]([O-])=O.[Na+].[C:15]1([OH:21])[CH:20]=[CH:19][CH:18]=[CH:17][CH:16]=1.[OH-].[K+]. The catalyst is O. The product is [OH:21][C:15]1[CH:20]=[CH:19][C:18]([N:11]=[N:1][C:2]2[CH:9]=[CH:8][C:5]([C:6]#[N:7])=[CH:4][CH:3]=2)=[CH:17][CH:16]=1. The yield is 0.655. (2) The reactants are [OH:1][C:2]1[CH:7]=[C:6]([CH3:8])[C:5]([NH:9][CH:10]=[O:11])=[C:4]([CH3:12])[C:3]=1[CH3:13].Br[CH2:15][C:16]([CH3:25])=[CH:17][C:18]1[CH:23]=[CH:22][C:21]([F:24])=[CH:20][CH:19]=1. The catalyst is C(OCC)(=O)C.CCCCCC. The product is [F:24][C:21]1[CH:22]=[CH:23][C:18]([CH:17]=[C:16]([CH3:25])[CH2:15][O:1][C:2]2[CH:7]=[C:6]([CH3:8])[C:5]([NH:9][CH:10]=[O:11])=[C:4]([CH3:12])[C:3]=2[CH3:13])=[CH:19][CH:20]=1. The yield is 0.520. (3) The reactants are I[C:2]1[N:3]=[C:4]([CH2:7][CH2:8][CH3:9])[NH:5][CH:6]=1.[C:10]1(B(O)O)[CH:15]=[CH:14][CH:13]=[CH:12][CH:11]=1.C(=O)([O-])[O-].[Na+].[Na+]. The catalyst is O1CCOCC1.O. The product is [C:10]1([C:2]2[N:3]=[C:4]([CH2:7][CH2:8][CH3:9])[NH:5][CH:6]=2)[CH:15]=[CH:14][CH:13]=[CH:12][CH:11]=1. The yield is 0.770. (4) The catalyst is CO. The product is [CH3:49][C:48]1[CH:43]([CH2:42][NH:41][C:40]([C:30]2[C:31]3[CH:36]=[N:35][N:34]([CH:37]([CH3:39])[CH3:38])[C:32]=3[N:33]=[C:28]([C:24]3[CH:25]=[CH:26][CH:27]=[C:22]([O:21][CH2:20][CH:9]([OH:8])[CH2:10][NH:11][CH3:12])[CH:23]=3)[CH:29]=2)=[O:52])[C:44](=[O:51])[N:45]=[C:46]([CH3:50])[CH:47]=1. The yield is 0.390. The reactants are [Si]([O:8][CH:9]([CH2:20][O:21][C:22]1[CH:27]=[CH:26][CH:25]=[C:24]([C:28]2[N:33]=[C:32]3[N:34]([CH:37]([CH3:39])[CH3:38])[N:35]=[CH:36][C:31]3=[C:30]([C:40](=[O:52])[NH:41][CH2:42][CH:43]3[C:48]([CH3:49])=[CH:47][C:46]([CH3:50])=[N:45][C:44]3=[O:51])[CH:29]=2)[CH:23]=1)[CH2:10][N:11](C)[C:12](=O)OC(C)(C)C)(C(C)(C)C)(C)C.Cl.